Dataset: Full USPTO retrosynthesis dataset with 1.9M reactions from patents (1976-2016). Task: Predict the reactants needed to synthesize the given product. (1) Given the product [NH2:8][C:6]1[N:7]=[C:2]([O:40][CH2:39][CH2:38][OH:41])[CH:3]=[CH:4][CH:5]=1, predict the reactants needed to synthesize it. The reactants are: F[C:2]1[N:7]=[C:6]([NH:8]C(=O)OC(C)(C)C)[CH:5]=[CH:4][CH:3]=1.C(N(C(OC(C)(C)C)=O)C1C=CC=C(F)N=1)(OC(C)(C)C)=O.[CH2:38]([OH:41])[CH2:39][OH:40].[H-].[Na+]. (2) Given the product [CH2:26]([C:25]([C:3]1[C:4]2[C:9](=[C:8]([NH:10][S:11]([CH3:14])(=[O:12])=[O:13])[CH:7]=[CH:6][CH:5]=2)[NH:1][CH:2]=1)([C:23]1[CH:22]=[CH:21][C:19]2[N:20]=[C:16]([CH3:15])[NH:17][C:18]=2[CH:24]=1)[CH2:28][CH3:29])[CH3:27], predict the reactants needed to synthesize it. The reactants are: [NH:1]1[C:9]2[C:4](=[CH:5][CH:6]=[CH:7][C:8]=2[NH:10][S:11]([CH3:14])(=[O:13])=[O:12])[CH:3]=[CH:2]1.[CH3:15][C:16]1[NH:17][C:18]2[CH:24]=[C:23]([C:25](O)([CH2:28][CH3:29])[CH2:26][CH3:27])[CH:22]=[CH:21][C:19]=2[N:20]=1.C(O)(C(F)(F)F)=O. (3) The reactants are: [C:1]([C:5]1[N:6]=[C:7]([N:16]2[CH2:20][CH2:19][C:18]([F:22])([F:21])[CH2:17]2)[C:8]2[N:13]=[N:12][N:11]([CH2:14][CH3:15])[C:9]=2[N:10]=1)([CH3:4])([CH3:3])[CH3:2].C(C1N=C(N2CCC(F)(F)C2)C2N=NNC=2N=1)(C)(C)C.BrCC1[C:50]([Cl:51])=[CH:49][CH:48]=[CH:47][C:46]=1[Cl:52]. Given the product [C:1]([C:5]1[N:6]=[C:7]([N:16]2[CH2:20][CH2:19][C:18]([F:21])([F:22])[CH2:17]2)[C:8]2[N:13]=[N:12][N:11]([CH2:14][C:15]3[C:50]([Cl:51])=[CH:49][CH:48]=[CH:47][C:46]=3[Cl:52])[C:9]=2[N:10]=1)([CH3:2])([CH3:3])[CH3:4], predict the reactants needed to synthesize it. (4) Given the product [NH2:35][C:34]1[N:33]=[C:17]([N:13]2[CH2:14][CH2:15][CH2:16][C@@H:11]([NH:10][C:8]([O:7][C:3]([CH3:4])([CH3:5])[CH3:6])=[O:9])[CH2:12]2)[N:18]([CH2:25][C:26]2[CH:31]=[CH:30][CH:29]=[CH:28][C:27]=2[Cl:32])[C:19]=1[C:20]([O:22][CH2:23][CH3:24])=[O:21], predict the reactants needed to synthesize it. The reactants are: [H-].[Na+].[C:3]([O:7][C:8]([NH:10][C@@H:11]1[CH2:16][CH2:15][CH2:14][N:13](/[C:17](=[N:33]/[C:34]#[N:35])/[N:18]([CH2:25][C:26]2[CH:31]=[CH:30][CH:29]=[CH:28][C:27]=2[Cl:32])[CH2:19][C:20]([O:22][CH2:23][CH3:24])=[O:21])[CH2:12]1)=[O:9])([CH3:6])([CH3:5])[CH3:4].O.[Cl-].[NH4+]. (5) The reactants are: [CH3:1][C:2]1[CH:7]=[CH:6][CH:5]=[CH:4][C:3]=1[CH2:8][C:9]([OH:11])=[O:10].S(=O)(=O)(O)O.[CH3:17]O. Given the product [C:2]1([CH3:1])[CH:7]=[CH:6][CH:5]=[CH:4][C:3]=1[CH2:8][C:9]([O:11][CH3:17])=[O:10], predict the reactants needed to synthesize it. (6) Given the product [Br:1][C:2]1[C:6]2=[N:7][CH:8]=[CH:9][C:10]([O:11][CH:12]([CH3:13])[CH3:14])=[C:5]2[S:4][C:3]=1[NH:39][C:31](=[O:30])[O:50][C:46]([CH3:49])([CH3:48])[CH3:47], predict the reactants needed to synthesize it. The reactants are: [Br:1][C:2]1[C:6]2=[N:7][CH:8]=[CH:9][C:10]([O:11][CH:12]([CH3:14])[CH3:13])=[C:5]2[S:4][C:3]=1C(O)=O.C1C=CC(OP([O:30][C:31]2C=CC=CC=2)(N=[N+]=[N-])=O)=CC=1.CC[N:39](C(C)C)C(C)C.[C:46]([OH:50])([CH3:49])([CH3:48])[CH3:47]. (7) Given the product [F:14][C:15]1[CH:22]=[CH:21][C:18]([CH2:19][NH:20][CH2:2][C:3]([O:5][CH3:6])=[O:4])=[CH:17][CH:16]=1, predict the reactants needed to synthesize it. The reactants are: Br[CH2:2][C:3]([O:5][CH3:6])=[O:4].C(N(CC)CC)C.[F:14][C:15]1[CH:22]=[CH:21][C:18]([CH2:19][NH2:20])=[CH:17][CH:16]=1.